Predict which catalyst facilitates the given reaction. From a dataset of Catalyst prediction with 721,799 reactions and 888 catalyst types from USPTO. (1) Reactant: C([O:4][CH2:5][C@@H:6]1[C@@H:11]([O:12]C(=O)C)[C@H:10]([O:16]C(=O)C)[C@H:9]([O:20]C(=O)C)[C@@H:8]([C:24]#[C:25][C:26]2[CH:38]=[CH:37][C:36]3[C:35]4[C:30](=[CH:31][C:32]([C:39]#[C:40][C@@H:41]5[C@@H:46]([O:47]C(=O)C)[C@@H:45]([O:51]C(=O)C)[C@H:44]([O:55]C(=O)C)[C@@H:43]([CH2:59][O:60]C(=O)C)[O:42]5)=[CH:33][CH:34]=4)[C:29]([CH3:65])([CH3:64])[C:28]=3[CH:27]=2)[O:7]1)(=O)C.CO[Na]. Product: [CH3:64][C:29]1([CH3:65])[C:28]2[CH:27]=[C:26]([C:25]#[C:24][C@@H:8]3[C@@H:9]([OH:20])[C@@H:10]([OH:16])[C@H:11]([OH:12])[C@@H:6]([CH2:5][OH:4])[O:7]3)[CH:38]=[CH:37][C:36]=2[C:35]2[C:30]1=[CH:31][C:32]([C:39]#[C:40][C@@H:41]1[C@@H:46]([OH:47])[C@@H:45]([OH:51])[C@H:44]([OH:55])[C@@H:43]([CH2:59][OH:60])[O:42]1)=[CH:33][CH:34]=2. The catalyst class is: 5. (2) Reactant: [CH3:1][O:2][C:3]1[C:8]([CH3:9])=[CH:7][C:6]([NH:10][C:11]2([CH2:15][C:16]([OH:18])=O)[CH2:14][CH2:13][CH2:12]2)=[CH:5][C:4]=1[CH3:19].O. Product: [CH3:1][O:2][C:3]1[C:4]([CH3:19])=[C:5]2[C:6](=[CH:7][C:8]=1[CH3:9])[NH:10][C:11]1([CH2:12][CH2:13][CH2:14]1)[CH2:15][C:16]2=[O:18]. The catalyst class is: 11. (3) Reactant: Br[C:2]1[C:10]2[O:9][C:8]([Si](C)(C)C)=[CH:7][C:6]=2[CH:5]=[CH:4][CH:3]=1.[Li]CCCC.CON(C)[C:23]([C@@H:25]1[CH2:30][CH2:29][CH2:28][N:27]([C:31]([O:33][C:34]([CH3:37])([CH3:36])[CH3:35])=[O:32])[CH2:26]1)=[O:24].C([O-])(O)=O.[Na+]. Product: [O:9]1[C:10]2[C:2]([C:23]([C@@H:25]3[CH2:30][CH2:29][CH2:28][N:27]([C:31]([O:33][C:34]([CH3:37])([CH3:36])[CH3:35])=[O:32])[CH2:26]3)=[O:24])=[CH:3][CH:4]=[CH:5][C:6]=2[CH:7]=[CH:8]1. The catalyst class is: 1. (4) Reactant: [CH2:1]([N:3]([C:13]1[CH:18]=[CH:17][C:16]([C:19]([O:28][Si](CC)(CC)CC)([C:24]([F:27])([F:26])[F:25])[C:20]([F:23])([F:22])[F:21])=[CH:15][CH:14]=1)[CH2:4][CH:5]([C:7]1[CH:12]=[CH:11][CH:10]=[CH:9][CH:8]=1)[OH:6])[CH3:2].CCCC[N+](CCCC)(CCCC)CCCC.[F-]. Product: [CH2:1]([N:3]([CH2:4][CH:5]([OH:6])[C:7]1[CH:12]=[CH:11][CH:10]=[CH:9][CH:8]=1)[C:13]1[CH:14]=[CH:15][C:16]([C:19]([OH:28])([C:24]([F:25])([F:26])[F:27])[C:20]([F:23])([F:22])[F:21])=[CH:17][CH:18]=1)[CH3:2]. The catalyst class is: 1.